This data is from Forward reaction prediction with 1.9M reactions from USPTO patents (1976-2016). The task is: Predict the product of the given reaction. (1) Given the reactants [N:1]1([C:7]2[N:12]=[CH:11][C:10]([C:13]3[CH:18]=[N:17][N:16]4[C:19]([C:22]5[CH:23]=[C:24]([NH:28][C:29]([NH:31][CH2:32][C:33]([F:36])([F:35])[F:34])=[O:30])[CH:25]=[CH:26][CH:27]=5)=[CH:20][N:21]=[C:15]4[CH:14]=3)=[CH:9][CH:8]=2)[CH2:6][CH2:5][NH:4][CH2:3][CH2:2]1.[CH3:37][O:38][CH2:39][C:40](Cl)=[O:41].C(N(CC)C(C)C)(C)C, predict the reaction product. The product is: [CH3:37][O:38][CH2:39][C:40]([N:4]1[CH2:5][CH2:6][N:1]([C:7]2[N:12]=[CH:11][C:10]([C:13]3[CH:18]=[N:17][N:16]4[C:19]([C:22]5[CH:23]=[C:24]([NH:28][C:29]([NH:31][CH2:32][C:33]([F:34])([F:35])[F:36])=[O:30])[CH:25]=[CH:26][CH:27]=5)=[CH:20][N:21]=[C:15]4[CH:14]=3)=[CH:9][CH:8]=2)[CH2:2][CH2:3]1)=[O:41]. (2) Given the reactants [O:1]=[C:2](C)[C:3]([NH:5][C:6](=[O:16])[C@H:7]([CH2:9][C:10]1[CH:15]=[CH:14][CH:13]=[CH:12][CH:11]=1)[NH2:8])=O.[CH3:18]C1C=CC(S(O)(=O)=O)=CC=1.O, predict the reaction product. The product is: [CH2:9]([C@@H:7]1[NH:8][C:2](=[O:1])[C:3](=[CH2:18])[NH:5][C:6]1=[O:16])[C:10]1[CH:11]=[CH:12][CH:13]=[CH:14][CH:15]=1.